Dataset: Full USPTO retrosynthesis dataset with 1.9M reactions from patents (1976-2016). Task: Predict the reactants needed to synthesize the given product. (1) Given the product [CH3:8][C:5]1[S:6][CH:7]=[C:3]([CH2:2][N:28]2[CH2:27][CH2:26][N:25]([C:18]([O:20][C:21]([CH3:24])([CH3:23])[CH3:22])=[O:19])[CH2:30][CH2:29]2)[N:4]=1, predict the reactants needed to synthesize it. The reactants are: Cl[CH2:2][C:3]1[N:4]=[C:5]([CH3:8])[S:6][CH:7]=1.CCN(C(C)C)C(C)C.[C:18]([N:25]1[CH2:30][CH2:29][NH:28][CH2:27][CH2:26]1)([O:20][C:21]([CH3:24])([CH3:23])[CH3:22])=[O:19]. (2) The reactants are: Br[C:2]1[CH:7]=[CH:6][CH:5]=[CH:4][C:3]=1[C:8]1[CH:9]=[C:10]([CH2:22][N:23]([CH3:31])[C:24](=[O:30])[O:25][C:26]([CH3:29])([CH3:28])[CH3:27])[S:11][C:12]=1[S:13]([C:16]1[CH:17]=[N:18][CH:19]=[CH:20][CH:21]=1)(=[O:15])=[O:14].O.[CH3:33][N:34](C)C=O. Given the product [C:33]([C:2]1[CH:7]=[CH:6][CH:5]=[CH:4][C:3]=1[C:8]1[CH:9]=[C:10]([CH2:22][N:23]([CH3:31])[C:24](=[O:30])[O:25][C:26]([CH3:29])([CH3:28])[CH3:27])[S:11][C:12]=1[S:13]([C:16]1[CH:17]=[N:18][CH:19]=[CH:20][CH:21]=1)(=[O:15])=[O:14])#[N:34], predict the reactants needed to synthesize it.